Dataset: Reaction yield outcomes from USPTO patents with 853,638 reactions. Task: Predict the reaction yield, written as a fraction of the theoretical maximum amount of product (1.0 means a 100% yield; for example, 0.34 means a 34% yield). (1) The reactants are [Cl:1][C:2]1[CH:7]=[CH:6][C:5]([S:8]([NH:11][C@H:12]([CH2:16][CH2:17][C:18]([F:21])([F:20])[F:19])[C:13]([NH2:15])=[O:14])(=[O:10])=[O:9])=[CH:4][CH:3]=1.C(=O)([O-])[O-].[K+].[K+].Br[CH2:29][C:30]1[CH:37]=[CH:36][C:33]([C:34]#[N:35])=[CH:32][C:31]=1[F:38].C(OCC)(=O)C. The product is [Cl:1][C:2]1[CH:7]=[CH:6][C:5]([S:8]([N:11]([CH2:29][C:30]2[CH:37]=[CH:36][C:33]([C:34]#[N:35])=[CH:32][C:31]=2[F:38])[C@H:12]([CH2:16][CH2:17][C:18]([F:21])([F:19])[F:20])[C:13]([NH2:15])=[O:14])(=[O:10])=[O:9])=[CH:4][CH:3]=1. The catalyst is [Br-].C([N+](CCCC)(CCCC)CCCC)CCC.O. The yield is 0.780. (2) The reactants are Cl.[NH:2]1[CH2:5][CH2:4][C@H:3]1[C:6]([O:8][CH3:9])=[O:7].C(N(CC)CC)C.Cl[C:18]1[C:27]([N+:28]([O-:30])=[O:29])=[CH:26][C:21]([C:22]([O:24][CH3:25])=[O:23])=[CH:20][N:19]=1. The catalyst is O1CCCC1. The product is [CH3:9][O:8][C:6]([C@@H:3]1[CH2:4][CH2:5][N:2]1[C:18]1[C:27]([N+:28]([O-:30])=[O:29])=[CH:26][C:21]([C:22]([O:24][CH3:25])=[O:23])=[CH:20][N:19]=1)=[O:7]. The yield is 0.920. (3) The reactants are CC1(C)CCCC(C)(C)N1.[CH2:11]([Li])[CH2:12][CH2:13][CH3:14].F[C:17]1[CH:22]=[CH:21][C:20]([O:23]C)=CC=1.[S].ClC[C:28](=[O:30])C. The catalyst is C1COCC1. The product is [CH3:28][O:30][C:12]1[CH:13]=[CH:14][C:22]([CH3:17])=[C:21]([CH:11]=1)[CH:20]=[O:23]. The yield is 0.230. (4) The reactants are [CH2:1]([O:5][C:6]1[CH:7]=[CH:8][C:9]([C:12]([O:14]C)=[O:13])=[N:10][CH:11]=1)[C:2]#[C:3][CH3:4].[OH-].[Li+].CCOC(C)=O.Cl. The catalyst is C1COCC1.O. The product is [CH2:1]([O:5][C:6]1[CH:7]=[CH:8][C:9]([C:12]([OH:14])=[O:13])=[N:10][CH:11]=1)[C:2]#[C:3][CH3:4]. The yield is 0.450.